This data is from Retrosynthesis with 50K atom-mapped reactions and 10 reaction types from USPTO. The task is: Predict the reactants needed to synthesize the given product. (1) Given the product COCCOc1ccc2c(c1)CC(N(Cc1ccccc1)C(=O)OC(C)(C)C)CCC2, predict the reactants needed to synthesize it. The reactants are: CC(C)(C)OC(=O)N(Cc1ccccc1)C1CCCc2ccc(O)cc2C1.COCCCl. (2) The reactants are: Cc1ccc(C(N)=O)cc1B1OC(C)(C)C(C)(C)O1.O=C1CN(c2nncc3cc(Br)ccc23)CCN1. Given the product Cc1ccc(C(N)=O)cc1-c1ccc2c(N3CCNC(=O)C3)nncc2c1, predict the reactants needed to synthesize it. (3) Given the product CN(C)c1ccccc1CC(=O)N1C[C@@H]2[C@@H](Cl)CCC(c3ccccc3)(c3ccccc3)[C@@H]2C1, predict the reactants needed to synthesize it. The reactants are: CN(C)c1ccccc1CC(=O)O.Cl[C@H]1CCC(c2ccccc2)(c2ccccc2)[C@@H]2CNC[C@H]12. (4) Given the product FC(F)(F)C(F)(F)C(F)(F)C(F)(F)C(F)(F)C(F)(F)CCOCCCCCCCCCCCS, predict the reactants needed to synthesize it. The reactants are: CC(=O)SCCCCCCCCCCCOCCC(F)(F)C(F)(F)C(F)(F)C(F)(F)C(F)(F)C(F)(F)F. (5) Given the product Cc1cc(C)n(-c2c(Cl)cc(C(F)(F)F)cc2Cl)n1, predict the reactants needed to synthesize it. The reactants are: CC(=O)CC(C)=O.NNc1c(Cl)cc(C(F)(F)F)cc1Cl. (6) Given the product CC(=O)c1ccc(-c2ccc(F)nc2)cc1, predict the reactants needed to synthesize it. The reactants are: CC(=O)c1ccc(Br)cc1.CC1(C)OB(c2ccc(F)nc2)OC1(C)C.